This data is from Forward reaction prediction with 1.9M reactions from USPTO patents (1976-2016). The task is: Predict the product of the given reaction. (1) Given the reactants I[C:2]1[CH:7]=[CH:6][CH:5]=[CH:4][C:3]=1[CH3:8].[CH2:9]([N:12]1[CH2:17][CH2:16][CH2:15][CH2:14][CH2:13]1)[C:10]#[CH:11], predict the reaction product. The product is: [C:3]1([CH3:8])[CH:4]=[CH:5][CH:6]=[CH:7][C:2]=1[C:11]#[C:10][CH2:9][N:12]1[CH2:17][CH2:16][CH2:15][CH2:14][CH2:13]1. (2) The product is: [CH2:21]([O:20][CH2:19][C@@H:16]1[NH:15][C:3](=[O:4])[CH2:2][O:18][CH2:17]1)[C:22]1[CH:27]=[CH:26][CH:25]=[CH:24][CH:23]=1. Given the reactants Br[CH2:2][C:3](Cl)=[O:4].C1(C)C=CC=CC=1.[OH-].[Na+].[NH2:15][C@@H:16]([CH2:19][O:20][CH2:21][C:22]1[CH:27]=[CH:26][CH:25]=[CH:24][CH:23]=1)[CH2:17][OH:18], predict the reaction product. (3) Given the reactants [F:1][C:2]([F:22])([F:21])[C:3]1[C:11]2[CH2:10][CH2:9][CH2:8][CH2:7][C:6]=2[N:5]([C:12]2[CH:20]=[CH:19][C:15]([C:16](O)=[O:17])=[CH:14][CH:13]=2)[N:4]=1.[CH3:23][NH:24][CH2:25][CH2:26][CH2:27][CH3:28], predict the reaction product. The product is: [CH2:25]([N:24]([CH3:23])[C:16](=[O:17])[C:15]1[CH:14]=[CH:13][C:12]([N:5]2[C:6]3[CH2:7][CH2:8][CH2:9][CH2:10][C:11]=3[C:3]([C:2]([F:21])([F:1])[F:22])=[N:4]2)=[CH:20][CH:19]=1)[CH2:26][CH2:27][CH3:28]. (4) Given the reactants C(=O)([O-])[O-].[K+].[K+].[Cl:7][C:8]1[CH:9]=[C:10]([CH:29]=[CH:30][C:31]=1[O:32][CH2:33][C:34]1[CH:39]=[CH:38][CH:37]=[C:36](F)C=1)[NH:11][C:12]1[C:21]2[C:16](=[CH:17][CH:18]=[CH:19][C:20]=2[O:22][CH:23]2[CH2:28][CH2:27]O[CH2:25][CH2:24]2)[N:15]=[CH:14][N:13]=1.Cl.[N:42]1[CH:47]=CC=CC=1CCl.C(#[N:52])C, predict the reaction product. The product is: [Cl:7][C:8]1[CH:9]=[C:10]([CH:29]=[CH:30][C:31]=1[O:32][CH2:33][C:34]1[CH:39]=[CH:38][CH:37]=[CH:36][N:52]=1)[NH:11][C:12]1[C:21]2[C:16](=[CH:17][CH:18]=[CH:19][C:20]=2[O:22][CH:23]2[CH2:24][CH2:25][N:42]([CH3:47])[CH2:27][CH2:28]2)[N:15]=[CH:14][N:13]=1. (5) Given the reactants [C:1]([NH:5][C:6]([C:8]1[CH:12]=[C:11]([C:13]2[CH:18]=[CH:17][C:16]([C:19]#[N:20])=[CH:15][N:14]=2)[N:10]([C:21]2[CH:22]=[N:23][CH:24]=[CH:25][CH:26]=2)[N:9]=1)=[O:7])([CH3:4])([CH3:3])[CH3:2], predict the reaction product. The product is: [C:1]([NH:5][C:6]([C:8]1[CH:12]=[C:11]([C:13]2[CH:18]=[CH:17][C:16]([CH2:19][NH2:20])=[CH:15][N:14]=2)[N:10]([C:21]2[CH:22]=[N:23][CH:24]=[CH:25][CH:26]=2)[N:9]=1)=[O:7])([CH3:4])([CH3:2])[CH3:3]. (6) The product is: [Br:8][C:9]1[CH:14]=[CH:13][CH:12]=[CH:11][C:10]=1[C:15]1[CH:16]=[CH:17][C:18]([CH2:21][N:3]2[CH:7]=[CH:6][CH:5]=[N:4]2)=[CH:19][CH:20]=1. Given the reactants [OH-].[Na+].[NH:3]1[CH:7]=[CH:6][CH:5]=[N:4]1.[Br:8][C:9]1[CH:14]=[CH:13][CH:12]=[CH:11][C:10]=1[C:15]1[CH:20]=[CH:19][C:18]([CH2:21]OS(C)(=O)=O)=[CH:17][CH:16]=1, predict the reaction product. (7) Given the reactants CS(O[CH2:6][C:7]1([CH2:22][CH3:23])[CH2:12][O:11][CH:10]([C:13]2[N:17]([CH3:18])[N:16]=[CH:15][C:14]=2[N+:19]([O-:21])=[O:20])[O:9][CH2:8]1)(=O)=O.[C:24]([NH2:35])(=[O:34])[C:25]1[C:26](=[CH:30][CH:31]=[CH:32][CH:33]=1)[C:27](N)=[O:28].[K], predict the reaction product. The product is: [CH2:22]([C:7]1([CH2:6][N:35]2[C:24](=[O:34])[C:25]3[C:26](=[CH:30][CH:31]=[CH:32][CH:33]=3)[C:27]2=[O:28])[CH2:12][O:11][CH:10]([C:13]2[N:17]([CH3:18])[N:16]=[CH:15][C:14]=2[N+:19]([O-:21])=[O:20])[O:9][CH2:8]1)[CH3:23]. (8) Given the reactants [CH3:1][O:2][C:3]1[CH:8]=[CH:7][C:6](B(O)O)=[CH:5][CH:4]=1.[OH:12][C:13]1[CH:14]=[C:15]([CH:30]=[CH:31][CH:32]=1)[CH:16]=[C:17]1[CH2:22][CH2:21][N:20]([C:23]([O:25][C:26]([CH3:29])([CH3:28])[CH3:27])=[O:24])[CH2:19][CH2:18]1.C(N(CC)CC)C, predict the reaction product. The product is: [CH3:1][O:2][C:3]1[CH:8]=[CH:7][C:6]([O:12][C:13]2[CH:14]=[C:15]([CH:30]=[CH:31][CH:32]=2)[CH:16]=[C:17]2[CH2:18][CH2:19][N:20]([C:23]([O:25][C:26]([CH3:29])([CH3:27])[CH3:28])=[O:24])[CH2:21][CH2:22]2)=[CH:5][CH:4]=1. (9) Given the reactants [C:1]([O:4][C@@H:5]1[C@@H:13]([C@@:14]2([CH3:41])[CH2:19][CH2:18][C@H:17]([OH:20])[CH2:16][C@@H:15]2[CH2:21][CH2:22][O:23][Si:24]([C:37]([CH3:40])([CH3:39])[CH3:38])([C:31]2[CH:36]=[CH:35][CH:34]=[CH:33][CH:32]=2)[C:25]2[CH:30]=[CH:29][CH:28]=[CH:27][CH:26]=2)[CH2:12][CH2:11][C@@:10]2([CH3:42])[C@H:6]1[CH2:7][CH2:8][C:9]12OCC[O:43]1)(=[O:3])[CH3:2].C1COCC1, predict the reaction product. The product is: [C:1]([O:4][C@@H:5]1[C@@H:13]([C@@:14]2([CH3:41])[CH2:19][CH2:18][C@H:17]([OH:20])[CH2:16][C@@H:15]2[CH2:21][CH2:22][O:23][Si:24]([C:37]([CH3:40])([CH3:39])[CH3:38])([C:25]2[CH:26]=[CH:27][CH:28]=[CH:29][CH:30]=2)[C:31]2[CH:36]=[CH:35][CH:34]=[CH:33][CH:32]=2)[CH2:12][CH2:11][C@@:10]2([CH3:42])[C@H:6]1[CH2:7][CH2:8][C:9]2=[O:43])(=[O:3])[CH3:2].